Dataset: Experimentally validated miRNA-target interactions with 360,000+ pairs, plus equal number of negative samples. Task: Binary Classification. Given a miRNA mature sequence and a target amino acid sequence, predict their likelihood of interaction. (1) The miRNA is hsa-miR-570-3p with sequence CGAAAACAGCAAUUACCUUUGC. The protein sequence of the target gene is MSFRDLRNFTEMMRALGYPRHISMENFRTPNFGLVSEVLLWLVKRYEPQTDIPPDVDTEQDRVFFIKAIAQFMATKAHIKLNTKKLYQADGYAVKELLKITSVLYNAMKTKGMEGSEIVEEDVNKFKFDLGSKIADLKAARQLASEITSKGASLYDLLGMEVELREMRTEAIARPLEINETEKVMRIAIKEILTQVQKTKDLLNNVASDEANLEAKIEKRKLELERNRKRLETLQSVRPCFMDEYEKTEEELQKQYDTYLEKFQNLTYLEQQLEDHHRMEQERFEEAKNTLCLIQNKLKE.... Result: 1 (interaction). (2) The miRNA is hsa-miR-4537 with sequence UGAGCCGAGCUGAGCUUAGCUG. The protein sequence of the target gene is MNKRDYMNTSVQEPPLDYSFRSIHVIQDLVNEEPRTGLRPLKRSKSGKSLTQSLWLNNNVLNDLRDFNQVASQLLEHPENLAWIDLSFNDLTSIDPVLTTFFNLSVLYLHGNSIQRLGEVNKLAVLPRLRSLTLHGNPMEEEKGYRQYVLCTLSRITTFDFSGVTKADRTTAEVWKRMNIKPKKAWTKQNTL. Result: 1 (interaction).